Task: Regression. Given two drug SMILES strings and cell line genomic features, predict the synergy score measuring deviation from expected non-interaction effect.. Dataset: NCI-60 drug combinations with 297,098 pairs across 59 cell lines (1) Drug 1: C1=C(C(=O)NC(=O)N1)N(CCCl)CCCl. Drug 2: CNC(=O)C1=NC=CC(=C1)OC2=CC=C(C=C2)NC(=O)NC3=CC(=C(C=C3)Cl)C(F)(F)F. Cell line: MALME-3M. Synergy scores: CSS=34.0, Synergy_ZIP=-5.67, Synergy_Bliss=2.96, Synergy_Loewe=-2.21, Synergy_HSA=2.60. (2) Drug 1: C1=CC(=C2C(=C1NCCNCCO)C(=O)C3=C(C=CC(=C3C2=O)O)O)NCCNCCO. Drug 2: C#CCC(CC1=CN=C2C(=N1)C(=NC(=N2)N)N)C3=CC=C(C=C3)C(=O)NC(CCC(=O)O)C(=O)O. Cell line: SNB-19. Synergy scores: CSS=42.1, Synergy_ZIP=0.967, Synergy_Bliss=-0.302, Synergy_Loewe=-0.485, Synergy_HSA=-0.357. (3) Drug 1: CS(=O)(=O)C1=CC(=C(C=C1)C(=O)NC2=CC(=C(C=C2)Cl)C3=CC=CC=N3)Cl. Drug 2: CC12CCC(CC1=CCC3C2CCC4(C3CC=C4C5=CN=CC=C5)C)O. Cell line: SK-OV-3. Synergy scores: CSS=2.70, Synergy_ZIP=-0.660, Synergy_Bliss=1.58, Synergy_Loewe=0.245, Synergy_HSA=0.516. (4) Drug 1: C1=CC(=CC=C1CCCC(=O)O)N(CCCl)CCCl. Drug 2: CN1C(=O)N2C=NC(=C2N=N1)C(=O)N. Cell line: OVCAR3. Synergy scores: CSS=14.8, Synergy_ZIP=-6.95, Synergy_Bliss=2.73, Synergy_Loewe=-3.76, Synergy_HSA=1.32. (5) Drug 1: CC1=CC=C(C=C1)C2=CC(=NN2C3=CC=C(C=C3)S(=O)(=O)N)C(F)(F)F. Drug 2: C(CC(=O)O)C(=O)CN.Cl. Cell line: NCI/ADR-RES. Synergy scores: CSS=0.425, Synergy_ZIP=9.09, Synergy_Bliss=16.2, Synergy_Loewe=7.29, Synergy_HSA=5.87. (6) Drug 1: CC1C(C(CC(O1)OC2CC(OC(C2O)C)OC3=CC4=CC5=C(C(=O)C(C(C5)C(C(=O)C(C(C)O)O)OC)OC6CC(C(C(O6)C)O)OC7CC(C(C(O7)C)O)OC8CC(C(C(O8)C)O)(C)O)C(=C4C(=C3C)O)O)O)O. Drug 2: COCCOC1=C(C=C2C(=C1)C(=NC=N2)NC3=CC=CC(=C3)C#C)OCCOC.Cl. Cell line: SK-OV-3. Synergy scores: CSS=55.4, Synergy_ZIP=-0.196, Synergy_Bliss=0.112, Synergy_Loewe=-0.316, Synergy_HSA=-0.0505. (7) Drug 1: CN1C2=C(C=C(C=C2)N(CCCl)CCCl)N=C1CCCC(=O)O.Cl. Drug 2: COCCOC1=C(C=C2C(=C1)C(=NC=N2)NC3=CC=CC(=C3)C#C)OCCOC.Cl. Cell line: K-562. Synergy scores: CSS=3.59, Synergy_ZIP=-0.289, Synergy_Bliss=1.28, Synergy_Loewe=1.59, Synergy_HSA=1.89. (8) Drug 1: C1=CC(=CC=C1C#N)C(C2=CC=C(C=C2)C#N)N3C=NC=N3. Drug 2: CC1C(C(=O)NC(C(=O)N2CCCC2C(=O)N(CC(=O)N(C(C(=O)O1)C(C)C)C)C)C(C)C)NC(=O)C3=C4C(=C(C=C3)C)OC5=C(C(=O)C(=C(C5=N4)C(=O)NC6C(OC(=O)C(N(C(=O)CN(C(=O)C7CCCN7C(=O)C(NC6=O)C(C)C)C)C)C(C)C)C)N)C. Cell line: HL-60(TB). Synergy scores: CSS=24.0, Synergy_ZIP=-7.77, Synergy_Bliss=-9.44, Synergy_Loewe=-19.1, Synergy_HSA=-3.94. (9) Drug 1: C(=O)(N)NO. Drug 2: CC(C)(C#N)C1=CC(=CC(=C1)CN2C=NC=N2)C(C)(C)C#N. Cell line: OVCAR-4. Synergy scores: CSS=0.572, Synergy_ZIP=0.549, Synergy_Bliss=0.707, Synergy_Loewe=-1.32, Synergy_HSA=-1.77. (10) Drug 1: CCC1=CC2CC(C3=C(CN(C2)C1)C4=CC=CC=C4N3)(C5=C(C=C6C(=C5)C78CCN9C7C(C=CC9)(C(C(C8N6C)(C(=O)OC)O)OC(=O)C)CC)OC)C(=O)OC.C(C(C(=O)O)O)(C(=O)O)O. Drug 2: C1=C(C(=O)NC(=O)N1)F. Cell line: HT29. Synergy scores: CSS=38.0, Synergy_ZIP=-15.9, Synergy_Bliss=-25.8, Synergy_Loewe=-26.9, Synergy_HSA=-22.6.